From a dataset of Peptide-MHC class II binding affinity with 134,281 pairs from IEDB. Regression. Given a peptide amino acid sequence and an MHC pseudo amino acid sequence, predict their binding affinity value. This is MHC class II binding data. (1) The peptide sequence is DYVRMWVQAATAMSA. The MHC is DRB3_0101 with pseudo-sequence DRB3_0101. The binding affinity (normalized) is 0.244. (2) The binding affinity (normalized) is 0.166. The peptide sequence is DSEEPLQGPFNFRFL. The MHC is DRB1_0301 with pseudo-sequence DRB1_0301. (3) The peptide sequence is MTGFTKPASRELSVT. The MHC is DRB1_0101 with pseudo-sequence DRB1_0101. The binding affinity (normalized) is 0.586. (4) The peptide sequence is ATTEEQKLIEDVNAS. The MHC is DRB1_0701 with pseudo-sequence DRB1_0701. The binding affinity (normalized) is 0.122.